This data is from Catalyst prediction with 721,799 reactions and 888 catalyst types from USPTO. The task is: Predict which catalyst facilitates the given reaction. (1) Reactant: Br[C:2]1[N:6]2[CH:7]=[C:8]([O:11][CH:12]3[CH2:17][CH2:16][CH2:15][CH2:14][CH2:13]3)[CH:9]=[N:10][C:5]2=[N:4][CH:3]=1.[SH:18][C:19]1[CH:33]=[CH:32][C:22]2[N:23]=[C:24](C3(C(N)=O)CC3)[S:25][C:21]=2[CH:20]=1.C([N:37](CC)C(C)C)(C)C.C1(P(C2C=CC=CC=2)C2C3[O:62][C:61]4C(=C[CH:58]=[CH:59][C:60]=4P(C4C=CC=CC=4)C4C=CC=CC=4)C(C)(C)C=3C=CC=2)C=CC=CC=1. Product: [CH:12]1([O:11][C:8]2[CH:9]=[N:10][C:5]3[N:6]([C:2]([S:18][C:19]4[CH:33]=[CH:32][C:22]5[N:23]=[C:24]([NH:37][C:61]([CH:60]6[CH2:58][CH2:59]6)=[O:62])[S:25][C:21]=5[CH:20]=4)=[CH:3][N:4]=3)[CH:7]=2)[CH2:17][CH2:16][CH2:15][CH2:14][CH2:13]1. The catalyst class is: 102. (2) Product: [NH2:1][CH2:4][CH2:5][CH2:6][S:7]([NH:10][CH2:11][C:12]1([C:30]2[CH:31]=[CH:32][CH:33]=[CH:34][CH:35]=2)[S:16][C:15]([NH:17][C:18](=[O:23])[C:19]([CH3:20])([CH3:21])[CH3:22])=[N:14][N:13]1[C:24](=[O:29])[C:25]([CH3:27])([CH3:28])[CH3:26])(=[O:9])=[O:8]. Reactant: [N:1]([CH2:4][CH2:5][CH2:6][S:7]([NH:10][CH2:11][C:12]1([C:30]2[CH:35]=[CH:34][CH:33]=[CH:32][CH:31]=2)[S:16][C:15]([NH:17][C:18](=[O:23])[C:19]([CH3:22])([CH3:21])[CH3:20])=[N:14][N:13]1[C:24](=[O:29])[C:25]([CH3:28])([CH3:27])[CH3:26])(=[O:9])=[O:8])=[N+]=[N-].O.C1(P(C2C=CC=CC=2)C2C=CC=CC=2)C=CC=CC=1. The catalyst class is: 1. (3) Reactant: C(N(CC)CC)C.[CH3:8][N:9]([CH3:14])[S:10](Cl)(=[O:12])=[O:11].[CH3:15][C:16]([C:25]([F:28])([F:27])[F:26])([CH:23]=[CH2:24])[CH2:17][C:18]1[N:19]=[CH:20][NH:21][CH:22]=1. Product: [CH3:8][N:9]([CH3:14])[S:10]([N:21]1[CH:22]=[C:18]([CH2:17][C:16]([CH3:15])([C:25]([F:26])([F:27])[F:28])[CH:23]=[CH2:24])[N:19]=[CH:20]1)(=[O:12])=[O:11]. The catalyst class is: 34. (4) Reactant: C(OC(=O)[NH:7][C:8]([CH2:31][OH:32])([CH2:29][OH:30])[CH2:9][CH2:10][C:11]1[CH:16]=[CH:15][C:14]([S:17][CH2:18][CH2:19][CH2:20][CH2:21][CH2:22][CH2:23][CH3:24])=[C:13]([C:25]([F:28])([F:27])[F:26])[CH:12]=1)(C)(C)C.O1CCOCC1.[ClH:40]. Product: [ClH:40].[NH2:7][C:8]([CH2:9][CH2:10][C:11]1[CH:16]=[CH:15][C:14]([S:17][CH2:18][CH2:19][CH2:20][CH2:21][CH2:22][CH2:23][CH3:24])=[C:13]([C:25]([F:28])([F:26])[F:27])[CH:12]=1)([CH2:29][OH:30])[CH2:31][OH:32]. The catalyst class is: 2. (5) Reactant: Br[C:2]1[CH:3]=[CH:4][C:5]([CH3:11])=[C:6]([CH:10]=1)[NH:7][CH2:8][CH3:9].[O:12]1[CH:16]=[CH:15][C:14](B2OC(C)(C)C(C)(C)O2)=[CH:13]1.C(=O)([O-])[O-].[Cs+].[Cs+]. Product: [CH2:8]([NH:7][C:6]1[CH:10]=[C:2]([C:14]2[CH:15]=[CH:16][O:12][CH:13]=2)[CH:3]=[CH:4][C:5]=1[CH3:11])[CH3:9]. The catalyst class is: 1. (6) Reactant: [CH3:1][C:2]([C:4]1[CH:9]=[CH:8][CH:7]=[C:6]([Br:10])[CH:5]=1)=O.C([NH2:13])=O. Product: [Br:10][C:6]1[CH:5]=[C:4]([CH:2]([NH2:13])[CH3:1])[CH:9]=[CH:8][CH:7]=1. The catalyst class is: 106. (7) Reactant: [NH:1]1[C:9]2[C:4](=[CH:5][CH:6]=[C:7]([NH:10][C:11]3[NH:16][C:15](=O)[CH:14]=[C:13]([CH2:18][CH2:19][CH3:20])[N:12]=3)[CH:8]=2)[CH:3]=[CH:2]1.P(Cl)(Cl)([Cl:23])=O.C(N(C(C)C)CC)(C)C. Product: [Cl:23][C:15]1[CH:14]=[C:13]([CH2:18][CH2:19][CH3:20])[N:12]=[C:11]([NH:10][C:7]2[CH:8]=[C:9]3[C:4]([CH:3]=[CH:2][NH:1]3)=[CH:5][CH:6]=2)[N:16]=1. The catalyst class is: 12.